This data is from Reaction yield outcomes from USPTO patents with 853,638 reactions. The task is: Predict the reaction yield, written as a fraction of the theoretical maximum amount of product (1.0 means a 100% yield; for example, 0.34 means a 34% yield). (1) The reactants are [F:1][C:2]1[CH:7]=[C:6]([N+:8]([O-])=O)[CH:5]=[CH:4][C:3]=1[N:11]1[CH2:16][CH2:15][O:14][CH2:13][CH2:12]1. The catalyst is C(O)C.[Pd]. The product is [F:1][C:2]1[CH:7]=[C:6]([CH:5]=[CH:4][C:3]=1[N:11]1[CH2:16][CH2:15][O:14][CH2:13][CH2:12]1)[NH2:8]. The yield is 1.00. (2) The reactants are Cl[C:2]1[CH:7]=[CH:6][C:5]([CH:8]2[C:16]3[C:11](=[C:12]([N+:19]([O-])=O)[CH:13]=[CH:14][C:15]=3[O:17][CH3:18])[C:10](=[O:22])[O:9]2)=[CH:4][CH:3]=1. The catalyst is CC(O)=O.[Pd]. The product is [NH2:19][C:12]1[C:11]([C:10]([OH:22])=[O:9])=[C:16]([CH2:8][C:5]2[CH:4]=[CH:3][CH:2]=[CH:7][CH:6]=2)[C:15]([O:17][CH3:18])=[CH:14][CH:13]=1. The yield is 1.00.